From a dataset of Catalyst prediction with 721,799 reactions and 888 catalyst types from USPTO. Predict which catalyst facilitates the given reaction. (1) Reactant: [NH2:1][C:2]1[CH:10]=[C:9]([Br:11])[CH:8]=[C:7]([F:12])[C:3]=1[C:4]([OH:6])=[O:5].[C:13]([O-])([O-])=O.[Cs+].[Cs+].CI.O. Product: [NH2:1][C:2]1[CH:10]=[C:9]([Br:11])[CH:8]=[C:7]([F:12])[C:3]=1[C:4]([O:6][CH3:13])=[O:5]. The catalyst class is: 3. (2) Reactant: [F:1][C:2]1[CH:3]=[C:4]([CH:8]2[CH2:12][CH2:11][CH2:10][N:9]2[C:13]2[CH:18]=[CH:17][N:16]3[N:19]=[CH:20][C:21]([C:22](O)=[O:23])=[C:15]3[N:14]=2)[CH:5]=[N:6][CH:7]=1.Cl.[C:26]([NH:31][NH2:32])(=[O:30])[CH:27]([CH3:29])[CH3:28].CCN(C(C)C)C(C)C.CN(C(ON1N=NC2C=CC=NC1=2)=[N+](C)C)C.F[P-](F)(F)(F)(F)F. Product: [F:1][C:2]1[CH:3]=[C:4]([CH:8]2[CH2:12][CH2:11][CH2:10][N:9]2[C:13]2[CH:18]=[CH:17][N:16]3[N:19]=[CH:20][C:21]([C:22]([NH:32][NH:31][C:26](=[O:30])[CH:27]([CH3:29])[CH3:28])=[O:23])=[C:15]3[N:14]=2)[CH:5]=[N:6][CH:7]=1. The catalyst class is: 18. (3) Product: [CH3:1][O:2][C:3]1[CH:4]=[C:5]([CH2:12][CH2:13][CH2:14][N:15]2[CH2:20][CH2:19][CH2:18][CH2:17][CH2:16]2)[CH:6]=[CH:7][C:8]=1[NH2:9]. Reactant: [CH3:1][O:2][C:3]1[CH:4]=[C:5]([C:12]#[C:13][CH2:14][N:15]2[CH2:20][CH2:19][CH2:18][CH2:17][CH2:16]2)[CH:6]=[CH:7][C:8]=1[N+:9]([O-])=O. The catalyst class is: 513. (4) Reactant: [F:1][C:2]1[CH:3]=[CH:4][C:5]2[N:9]=[N:8][NH:7][C:6]=2[CH:10]=1.[OH-].[Na+].[Cl:13][CH2:14][CH2:15][CH2:16]Br. Product: [Cl:13][CH2:14][CH2:15][CH2:16][N:7]1[C:6]2[CH:10]=[C:2]([F:1])[CH:3]=[CH:4][C:5]=2[N:9]=[N:8]1. The catalyst class is: 689. (5) The catalyst class is: 60. Reactant: [N:1]1[C:6]2[CH2:7][NH:8][CH2:9][CH2:10][C:5]=2[C:4](=[O:11])[NH:3][CH:2]=1.Cl[C:13]1[CH:18]=[C:17]([C:19]([F:22])([F:21])[F:20])[CH:16]=[CH:15][N:14]=1.C(N(CC)C(C)C)(C)C.O. Product: [F:20][C:19]([F:22])([F:21])[C:17]1[CH:16]=[CH:15][N:14]=[C:13]([N:8]2[CH2:9][CH2:10][C:5]3[C:4](=[O:11])[NH:3][CH:2]=[N:1][C:6]=3[CH2:7]2)[CH:18]=1. (6) The catalyst class is: 7. Product: [C:21]([O:20][C:19](=[O:25])[NH:11][CH2:10][CH:9]([S:8][CH2:1][C:2]1[CH:7]=[CH:6][CH:5]=[CH:4][CH:3]=1)[CH:12]([O:13][CH3:14])[O:15][CH3:16])([CH3:24])([CH3:23])[CH3:22]. Reactant: [CH2:1]([S:8][CH:9]([CH:12]([O:15][CH3:16])[O:13][CH3:14])[CH2:10][NH2:11])[C:2]1[CH:7]=[CH:6][CH:5]=[CH:4][CH:3]=1.[OH-].[Na+].[C:19](=O)([OH:25])[O:20][C:21]([CH3:24])([CH3:23])[CH3:22]. (7) Reactant: [CH3:1][O:2][C:3](=[O:14])[CH2:4][CH2:5][CH2:6][C:7]1[CH:12]=[CH:11][C:10]([OH:13])=[CH:9][CH:8]=1.[Br:15][CH2:16][CH2:17]Br.C(=O)([O-])[O-].[K+].[K+].O. Product: [CH3:1][O:2][C:3](=[O:14])[CH2:4][CH2:5][CH2:6][C:7]1[CH:8]=[CH:9][C:10]([O:13][CH2:17][CH2:16][Br:15])=[CH:11][CH:12]=1. The catalyst class is: 3. (8) Reactant: [C:1]([O:5][C:6]([N:8]1[C@@H:12]([CH2:13][CH2:14][C:15]2[CH:20]=[CH:19][C:18]([NH2:21])=[CH:17][CH:16]=2)[CH2:11][O:10][C:9]1([CH3:23])[CH3:22])=[O:7])([CH3:4])([CH3:3])[CH3:2].[CH:24]1[C:33]2[CH:32]=[CH:31][CH:30]=[C:29]([S:34](Cl)(=[O:36])=[O:35])[C:28]=2[CH:27]=[CH:26][N:25]=1. Product: [C:1]([O:5][C:6]([N:8]1[C@@H:12]([CH2:13][CH2:14][C:15]2[CH:16]=[CH:17][C:18]([NH:21][S:34]([C:29]3[C:28]4[CH:27]=[CH:26][N:25]=[CH:24][C:33]=4[CH:32]=[CH:31][CH:30]=3)(=[O:35])=[O:36])=[CH:19][CH:20]=2)[CH2:11][O:10][C:9]1([CH3:23])[CH3:22])=[O:7])([CH3:4])([CH3:2])[CH3:3]. The catalyst class is: 571. (9) Reactant: [NH2:1][CH2:2][C:3]([O:5][CH2:6][C:7]1[CH:12]=[CH:11][CH:10]=[CH:9][CH:8]=1)=[O:4].Cl.NCC(OCC1C=CC=CC=1)=O.C(=O)(O)[O-].[Na+].N1C=CC=CC=1.Cl[C:38]([O:40][CH:41]([Cl:43])[CH3:42])=[O:39]. Product: [Cl:43][CH:41]([O:40][C:38]([NH:1][CH2:2][C:3]([O:5][CH2:6][C:7]1[CH:12]=[CH:11][CH:10]=[CH:9][CH:8]=1)=[O:4])=[O:39])[CH3:42]. The catalyst class is: 34.